Dataset: Full USPTO retrosynthesis dataset with 1.9M reactions from patents (1976-2016). Task: Predict the reactants needed to synthesize the given product. (1) Given the product [F:37][C:34]1[CH:35]=[CH:36][C:31]([C:28]2[N:27]=[C:26]([NH:25][C:23](=[O:24])[C:22]3[CH:21]=[CH:20][C:19]([NH:18][C:14]4[CH:13]=[C:12]([O:11][CH2:10][CH2:9][OH:8])[N:17]=[CH:16][N:15]=4)=[CH:43][CH:42]=3)[S:30][N:29]=2)=[CH:32][C:33]=1[C:38]([F:40])([F:39])[F:41], predict the reactants needed to synthesize it. The reactants are: C([O:8][CH2:9][CH2:10][O:11][C:12]1[N:17]=[CH:16][N:15]=[C:14]([NH:18][C:19]2[CH:43]=[CH:42][C:22]([C:23]([NH:25][C:26]3[S:30][N:29]=[C:28]([C:31]4[CH:36]=[CH:35][C:34]([F:37])=[C:33]([C:38]([F:41])([F:40])[F:39])[CH:32]=4)[N:27]=3)=[O:24])=[CH:21][CH:20]=2)[CH:13]=1)C1C=CC=CC=1.[H][H]. (2) Given the product [F:32][C:11]1[CH:10]=[C:9]([O:8][C:6]2[CH:5]=[CH:4][N:3]=[C:2]([NH:37][C:35](=[O:36])[C:34]([CH3:39])([CH3:38])[CH3:33])[CH:7]=2)[C:14]([F:15])=[CH:13][C:12]=1[NH:16][C:17]([C:19]1([C:22]([NH:24][C:25]2[CH:30]=[CH:29][C:28]([F:31])=[CH:27][CH:26]=2)=[O:23])[CH2:21][CH2:20]1)=[O:18], predict the reactants needed to synthesize it. The reactants are: Cl[C:2]1[CH:7]=[C:6]([O:8][C:9]2[C:14]([F:15])=[CH:13][C:12]([NH:16][C:17]([C:19]3([C:22]([NH:24][C:25]4[CH:30]=[CH:29][C:28]([F:31])=[CH:27][CH:26]=4)=[O:23])[CH2:21][CH2:20]3)=[O:18])=[C:11]([F:32])[CH:10]=2)[CH:5]=[CH:4][N:3]=1.[CH3:33][C:34]([CH3:39])([CH3:38])[C:35]([NH2:37])=[O:36].CC1(C)C2C(=C(P(C3C=CC=CC=3)C3C=CC=CC=3)C=CC=2)OC2C(P(C3C=CC=CC=3)C3C=CC=CC=3)=CC=CC1=2.C(=O)([O-])[O-].[Cs+].[Cs+].